From a dataset of NCI-60 drug combinations with 297,098 pairs across 59 cell lines. Regression. Given two drug SMILES strings and cell line genomic features, predict the synergy score measuring deviation from expected non-interaction effect. (1) Drug 1: CN1CCC(CC1)COC2=C(C=C3C(=C2)N=CN=C3NC4=C(C=C(C=C4)Br)F)OC. Drug 2: C(=O)(N)NO. Cell line: A498. Synergy scores: CSS=18.2, Synergy_ZIP=-1.25, Synergy_Bliss=0.0875, Synergy_Loewe=2.22, Synergy_HSA=3.59. (2) Drug 1: C1=CC(=CC=C1CC(C(=O)O)N)N(CCCl)CCCl.Cl. Drug 2: B(C(CC(C)C)NC(=O)C(CC1=CC=CC=C1)NC(=O)C2=NC=CN=C2)(O)O. Cell line: CAKI-1. Synergy scores: CSS=15.6, Synergy_ZIP=-4.12, Synergy_Bliss=-3.61, Synergy_Loewe=-0.754, Synergy_HSA=-1.50. (3) Drug 1: CC1OCC2C(O1)C(C(C(O2)OC3C4COC(=O)C4C(C5=CC6=C(C=C35)OCO6)C7=CC(=C(C(=C7)OC)O)OC)O)O. Drug 2: C1CN(P(=O)(OC1)NCCCl)CCCl. Cell line: HCT-15. Synergy scores: CSS=41.9, Synergy_ZIP=-0.887, Synergy_Bliss=-1.60, Synergy_Loewe=-32.3, Synergy_HSA=-1.82. (4) Drug 1: CN(CC1=CN=C2C(=N1)C(=NC(=N2)N)N)C3=CC=C(C=C3)C(=O)NC(CCC(=O)O)C(=O)O. Drug 2: C1=NC2=C(N1)C(=S)N=CN2. Cell line: NCI-H460. Synergy scores: CSS=65.3, Synergy_ZIP=13.1, Synergy_Bliss=13.1, Synergy_Loewe=-10.8, Synergy_HSA=14.2. (5) Drug 1: CC1CCC2CC(C(=CC=CC=CC(CC(C(=O)C(C(C(=CC(C(=O)CC(OC(=O)C3CCCCN3C(=O)C(=O)C1(O2)O)C(C)CC4CCC(C(C4)OC)O)C)C)O)OC)C)C)C)OC. Drug 2: CC(C)CN1C=NC2=C1C3=CC=CC=C3N=C2N. Cell line: ACHN. Synergy scores: CSS=11.9, Synergy_ZIP=-4.30, Synergy_Bliss=-4.14, Synergy_Loewe=-8.87, Synergy_HSA=-1.86. (6) Drug 1: CC1OCC2C(O1)C(C(C(O2)OC3C4COC(=O)C4C(C5=CC6=C(C=C35)OCO6)C7=CC(=C(C(=C7)OC)O)OC)O)O. Synergy scores: CSS=16.9, Synergy_ZIP=-15.5, Synergy_Bliss=-16.3, Synergy_Loewe=-18.7, Synergy_HSA=-14.0. Cell line: SF-268. Drug 2: C1=NC2=C(N1)C(=S)N=CN2. (7) Drug 1: CC1CC(C(C(C=C(C(C(C=CC=C(C(=O)NC2=CC(=O)C(=C(C1)C2=O)OC)C)OC)OC(=O)N)C)C)O)OC. Drug 2: C1CCC(C(C1)[NH-])[NH-].C(=O)(C(=O)[O-])[O-].[Pt+4]. Cell line: SW-620. Synergy scores: CSS=75.1, Synergy_ZIP=0.431, Synergy_Bliss=-0.982, Synergy_Loewe=-2.99, Synergy_HSA=3.08. (8) Synergy scores: CSS=34.3, Synergy_ZIP=-0.380, Synergy_Bliss=-2.15, Synergy_Loewe=-16.8, Synergy_HSA=-2.64. Cell line: DU-145. Drug 2: C1CN(P(=O)(OC1)NCCCl)CCCl. Drug 1: C1=C(C(=O)NC(=O)N1)F.